Dataset: Catalyst prediction with 721,799 reactions and 888 catalyst types from USPTO. Task: Predict which catalyst facilitates the given reaction. (1) Reactant: [NH2:1][C:2]1[C:6]2[C:7](=[O:19])[N:8]([C:12]3[CH:17]=[CH:16][CH:15]=[CH:14][C:13]=3[Cl:18])[CH:9]=[C:10](Br)[C:5]=2[NH:4][N:3]=1.[CH3:20][C:21]1([CH3:37])[C:25]([CH3:27])([CH3:26])[O:24][B:23]([B:23]2[O:24][C:25]([CH3:27])([CH3:26])[C:21]([CH3:37])([CH3:20])[O:22]2)[O:22]1.C([O-])(=O)C.[K+].CN(C)C=O. Product: [NH2:1][C:2]1[C:6]2[C:7](=[O:19])[N:8]([C:12]3[CH:17]=[CH:16][CH:15]=[CH:14][C:13]=3[Cl:18])[CH:9]=[C:10]([B:23]3[O:24][C:25]([CH3:27])([CH3:26])[C:21]([CH3:37])([CH3:20])[O:22]3)[C:5]=2[NH:4][N:3]=1. The catalyst class is: 6. (2) Reactant: [CH2:1]([O:8][CH2:9][CH2:10]Br)[C:2]1[CH:7]=[CH:6][CH:5]=[CH:4][CH:3]=1.[NH:12]1[CH2:17][CH2:16][CH2:15][C@H:14]([O:18][C:19]2[CH:20]=[C:21]3[C:26](=[CH:27][CH:28]=2)[C:25](=[O:29])[NH:24][CH:23]=[CH:22]3)[CH2:13]1.C(=O)([O-])[O-].[K+].[K+]. Product: [CH2:1]([O:8][CH2:9][CH2:10][N:12]1[CH2:17][CH2:16][CH2:15][C@H:14]([O:18][C:19]2[CH:20]=[C:21]3[C:26](=[CH:27][CH:28]=2)[C:25](=[O:29])[NH:24][CH:23]=[CH:22]3)[CH2:13]1)[C:2]1[CH:7]=[CH:6][CH:5]=[CH:4][CH:3]=1. The catalyst class is: 9.